From a dataset of Catalyst prediction with 721,799 reactions and 888 catalyst types from USPTO. Predict which catalyst facilitates the given reaction. (1) Reactant: [C:1]([C:3]1[CH:8]=[CH:7][C:6]([N:9]2[CH2:18][CH2:17][C:16]3[C:15]([NH:19][C:20]4[S:21][C:22]([C:29]([O:31]CC)=[O:30])=[C:23]([C:25]([F:28])([F:27])[F:26])[N:24]=4)=[N:14][CH:13]=[N:12][C:11]=3[CH2:10]2)=[CH:5][C:4]=1[C:34]([F:37])([F:36])[F:35])#[N:2].[OH-].[Na+]. Product: [C:1]([C:3]1[CH:8]=[CH:7][C:6]([N:9]2[CH2:18][CH2:17][C:16]3[C:15]([NH:19][C:20]4[S:21][C:22]([C:29]([OH:31])=[O:30])=[C:23]([C:25]([F:27])([F:28])[F:26])[N:24]=4)=[N:14][CH:13]=[N:12][C:11]=3[CH2:10]2)=[CH:5][C:4]=1[C:34]([F:37])([F:35])[F:36])#[N:2]. The catalyst class is: 8. (2) Reactant: [Cl:1][C:2]1[CH:11]=[C:10]([F:12])[C:9](B2OC(C)(C)C(C)(C)O2)=[CH:8][C:3]=1[C:4]([O:6][CH3:7])=[O:5].Br[C:23]1[CH:28]=[CH:27][CH:26]=[CH:25][N:24]=1.C(=O)([O-])[O-].[K+].[K+].O. Product: [Cl:1][C:2]1[CH:11]=[C:10]([F:12])[C:9]([C:23]2[CH:28]=[CH:27][CH:26]=[CH:25][N:24]=2)=[CH:8][C:3]=1[C:4]([O:6][CH3:7])=[O:5]. The catalyst class is: 176. (3) Reactant: [CH2:1]([O:3][P:4]([CH2:9][C:10]1[CH:15]=[CH:14][C:13]([NH:16][C:17]2[N:22]=[C:21](Cl)[C:20]([C:24]([F:27])([F:26])[F:25])=[CH:19][N:18]=2)=[C:12]([O:28][CH3:29])[CH:11]=1)(=[O:8])[O:5][CH2:6][CH3:7])[CH3:2].[NH2:30][C:31]1[C:32]([C:37]([NH:39][CH3:40])=[O:38])=[N:33][CH:34]=[CH:35][CH:36]=1.C(O)(C(F)(F)F)=O. Product: [CH2:1]([O:3][P:4]([CH2:9][C:10]1[CH:15]=[CH:14][C:13]([NH:16][C:17]2[N:22]=[C:21]([NH:30][C:31]3[C:32]([C:37](=[O:38])[NH:39][CH3:40])=[N:33][CH:34]=[CH:35][CH:36]=3)[C:20]([C:24]([F:27])([F:26])[F:25])=[CH:19][N:18]=2)=[C:12]([O:28][CH3:29])[CH:11]=1)(=[O:8])[O:5][CH2:6][CH3:7])[CH3:2]. The catalyst class is: 6. (4) Reactant: Br[C:2]1[CH:3]=[CH:4][C:5]2[O:14][CH2:13][CH2:12][N:11]3[C:7](=[N:8][C:9]([C:15]4[C:16]([C:20]([F:23])([F:22])[F:21])=[N:17][NH:18][CH:19]=4)=[CH:10]3)[C:6]=2[CH:24]=1.[C:25]([N:29]1[CH2:34][CH2:33][CH:32]([SH:35])[CH2:31][CH2:30]1)([CH3:28])([CH3:27])[CH3:26].CC1(C)C2C(=C(P(C3C=CC=CC=3)C3C=CC=CC=3)C=CC=2)OC2C(P(C3C=CC=CC=3)C3C=CC=CC=3)=CC=CC1=2.CCN(C(C)C)C(C)C. Product: [C:25]([N:29]1[CH2:34][CH2:33][CH:32]([S:35][C:2]2[CH:3]=[CH:4][C:5]3[O:14][CH2:13][CH2:12][N:11]4[CH:10]=[C:9]([C:15]5[C:16]([C:20]([F:23])([F:22])[F:21])=[N:17][NH:18][CH:19]=5)[N:8]=[C:7]4[C:6]=3[CH:24]=2)[CH2:31][CH2:30]1)([CH3:28])([CH3:26])[CH3:27]. The catalyst class is: 62.